This data is from Reaction yield outcomes from USPTO patents with 853,638 reactions. The task is: Predict the reaction yield, written as a fraction of the theoretical maximum amount of product (1.0 means a 100% yield; for example, 0.34 means a 34% yield). (1) The reactants are [NH2:1][CH2:2][CH:3]([OH:31])[CH2:4][O:5][C:6]1[CH:11]=[CH:10][C:9]([NH:12][C:13]([C:15]2[CH:19]=[C:18]([C:20]3[CH:25]=[CH:24][C:23]([O:26][CH:27]([CH3:29])[CH3:28])=[C:22]([Cl:30])[CH:21]=3)[O:17][N:16]=2)=[O:14])=[CH:8][CH:7]=1.[OH:32][CH2:33][C:34](O)=[O:35].C1C=CC2N(O)N=NC=2C=1.C(Cl)CCl. The catalyst is CN(C=O)C. The product is [Cl:30][C:22]1[CH:21]=[C:20]([C:18]2[O:17][N:16]=[C:15]([C:13]([NH:12][C:9]3[CH:10]=[CH:11][C:6]([O:5][CH2:4][CH:3]([OH:31])[CH2:2][NH:1][C:33](=[O:32])[CH2:34][OH:35])=[CH:7][CH:8]=3)=[O:14])[CH:19]=2)[CH:25]=[CH:24][C:23]=1[O:26][CH:27]([CH3:28])[CH3:29]. The yield is 0.720. (2) The reactants are [Cl:1][C:2]1[CH:3]=[C:4]([CH:7]=[CH:8][C:9]=1[Cl:10])[CH:5]=O.[C:11]([CH2:13][C:14](OCC)=[O:15])#[N:12].[CH2:19]([O:26][CH2:27][C@H:28]([CH3:33])[CH2:29][C:30](=[NH:32])[NH2:31])[C:20]1[CH:25]=[CH:24][CH:23]=[CH:22][CH:21]=1.C([O-])([O-])=O.[K+].[K+]. The yield is 0.330. The catalyst is N1CCCCC1.C1(C)C=CC=CC=1.C(O)C.O. The product is [CH2:19]([O:26][CH2:27][C@H:28]([CH3:33])[CH2:29][C:30]1[N:31]=[C:5]([C:4]2[CH:7]=[CH:8][C:9]([Cl:10])=[C:2]([Cl:1])[CH:3]=2)[C:13]([C:11]#[N:12])=[C:14]([OH:15])[N:32]=1)[C:20]1[CH:25]=[CH:24][CH:23]=[CH:22][CH:21]=1. (3) The reactants are [Si]([O:8][CH2:9][C@H:10]1[CH2:15][CH2:14][C@H:13]([N:16]2[C:21]3[C:22]4[CH:28]=[CH:27][N:26]([CH2:29][O:30][CH2:31][CH2:32][Si:33]([CH3:36])([CH3:35])[CH3:34])[C:23]=4[N:24]=[CH:25][C:20]=3[C:19](=[O:37])[N:18]([CH3:38])[CH2:17]2)[CH2:12][CH2:11]1)(C(C)(C)C)(C)C.Cl.C(=O)([O-])O.[Na+]. The catalyst is O1CCOCC1. The product is [OH:8][CH2:9][C@H:10]1[CH2:15][CH2:14][C@H:13]([N:16]2[C:21]3[C:22]4[CH:28]=[CH:27][N:26]([CH2:29][O:30][CH2:31][CH2:32][Si:33]([CH3:35])([CH3:34])[CH3:36])[C:23]=4[N:24]=[CH:25][C:20]=3[C:19](=[O:37])[N:18]([CH3:38])[CH2:17]2)[CH2:12][CH2:11]1. The yield is 0.950. (4) The reactants are [CH3:1][O:2][C:3](=[O:21])[C:4]1[CH:9]=[C:8]([CH:10]([OH:12])[CH3:11])[C:7]([C:13]([F:16])([F:15])[F:14])=[CH:6][C:5]=1[NH:17]C(=O)C.[CH3:22]CN(CC)CC.CS(Cl)(=O)=O. The catalyst is C(Cl)Cl.CO. The product is [CH3:1][O:2][C:3](=[O:21])[C:4]1[CH:9]=[C:8]([CH:10]([O:12][CH3:22])[CH3:11])[C:7]([C:13]([F:16])([F:15])[F:14])=[CH:6][C:5]=1[NH2:17]. The yield is 0.360. (5) The reactants are N[C:2]1[CH:7]=[C:6]([Cl:8])[CH:5]=[CH:4][C:3]=1[S:9]([NH:12][C:13]1[CH:14]=[CH:15][C:16]([C:23]#[N:24])=[C:17]2[C:22]=1[N:21]=[CH:20][CH:19]=[CH:18]2)(=[O:11])=[O:10].N(OC(C)(C)C)=O.CC(O)=O. The catalyst is C1COCC1. The product is [Cl:8][C:6]1[CH:7]=[C:2]2[C:3]([S:9](=[O:10])(=[O:11])[NH:12][C:13]3[C:14]2=[CH:15][C:16]([C:23]#[N:24])=[C:17]2[C:22]=3[N:21]=[CH:20][CH:19]=[CH:18]2)=[CH:4][CH:5]=1. The yield is 0.420. (6) The product is [F:28][C:26]([F:29])([F:27])[CH2:25][N:21]1[C:20]([C:14]2[CH:15]=[C:16]3[N:12]([C:11]4[CH:30]=[C:7]([CH:4]5[CH2:3][CH2:2][N:1]([CH2:38][CH2:39][OH:40])[CH2:6][CH2:5]5)[CH:8]=[CH:9][C:10]=4[O:19][CH2:18][CH2:17]3)[N:13]=2)=[N:24][CH:23]=[N:22]1. The yield is 0.540. The catalyst is CN(C=O)C.CO. The reactants are [NH:1]1[CH2:6][CH2:5][CH:4]([C:7]2[CH:8]=[CH:9][C:10]3[O:19][CH2:18][CH2:17][C:16]4[N:12]([N:13]=[C:14]([C:20]5[N:21]([CH2:25][C:26]([F:29])([F:28])[F:27])[N:22]=[CH:23][N:24]=5)[CH:15]=4)[C:11]=3[CH:30]=2)[CH2:3][CH2:2]1.C(=O)([O-])[O-].[K+].[K+].Br[CH2:38][CH2:39][O:40]C1CCCCO1.Cl. (7) The reactants are Cl[C:2]1[N:7]=[CH:6][C:5]([NH2:8])=[C:4]([C:9]2[C:10](F)=[N:11][CH:12]=[C:13]([C:15]3[CH:20]=[CH:19][C:18]([CH2:21][N:22]4[CH2:27][CH2:26][CH2:25][CH2:24][CH2:23]4)=[CH:17][CH:16]=3)[CH:14]=2)[CH:3]=1.[Br:29][Si](C)(C)C. The catalyst is O1CCOCC1. The product is [Br:29][C:2]1[N:7]=[CH:6][C:5]2[NH:8][C:10]3[N:11]=[CH:12][C:13]([C:15]4[CH:20]=[CH:19][C:18]([CH2:21][N:22]5[CH2:27][CH2:26][CH2:25][CH2:24][CH2:23]5)=[CH:17][CH:16]=4)=[CH:14][C:9]=3[C:4]=2[CH:3]=1. The yield is 0.450.